Dataset: Reaction yield outcomes from USPTO patents with 853,638 reactions. Task: Predict the reaction yield, written as a fraction of the theoretical maximum amount of product (1.0 means a 100% yield; for example, 0.34 means a 34% yield). The reactants are [OH:1][C@H:2]1[CH2:7][CH2:6][C@H:5]([NH:8][C:9]2[N:14]=[C:13]([CH2:15][N:16]3[CH2:27][CH2:26][CH2:25][C@H:17]3[C:18]([O:20]C(C)(C)C)=[O:19])[CH:12]=[C:11]([NH:28][C:29]3[S:30][C:31]4[C:36]([N:37]=3)=[CH:35][CH:34]=[CH:33][N:32]=4)[N:10]=2)[CH2:4][CH2:3]1.FC(F)(F)C(O)=O. No catalyst specified. The product is [OH:1][C@H:2]1[CH2:7][CH2:6][C@H:5]([NH:8][C:9]2[N:14]=[C:13]([CH2:15][N:16]3[CH2:27][CH2:26][CH2:25][C@H:17]3[C:18]([OH:20])=[O:19])[CH:12]=[C:11]([NH:28][C:29]3[S:30][C:31]4[C:36]([N:37]=3)=[CH:35][CH:34]=[CH:33][N:32]=4)[N:10]=2)[CH2:4][CH2:3]1. The yield is 0.790.